This data is from HIV replication inhibition screening data with 41,000+ compounds from the AIDS Antiviral Screen. The task is: Binary Classification. Given a drug SMILES string, predict its activity (active/inactive) in a high-throughput screening assay against a specified biological target. (1) The molecule is O=C(Cc1nc2c3c(ccc2nc1O)C(=O)c1ccccc1C3=O)C(=O)Nc1ccccc1[N+](=O)[O-]. The result is 0 (inactive). (2) The compound is CC(C)C(=Nc1ccc(Cl)c(Cl)c1)N(C)C. The result is 0 (inactive). (3) The compound is CSC1(C(=O)O)C2CCC3C2CCC31. The result is 0 (inactive). (4) The compound is Cc1cc2nnc(-c3ccc(C#N)cc3)n2c2nnnn12. The result is 0 (inactive). (5) The drug is CC(C)(C)OC(=O)NC(Cc1ccccc1)CN1CCCC1C(=O)OCc1ccccc1. The result is 0 (inactive). (6) The drug is O=C(O)CC1(CC(=O)Nc2nccs2)CCCCC1. The result is 0 (inactive). (7) The compound is Cc1nnc2sc(=S)[nH]n12. The result is 0 (inactive). (8) The compound is NNC(=S)NNC(N)=O. The result is 0 (inactive). (9) The molecule is COc1ccc(-c2nnc(-c3ccncc3)o2)cc1. The result is 0 (inactive). (10) The molecule is CCC1CC(C)=CCN1S(=O)(=O)c1ccc(C)cc1. The result is 0 (inactive).